Dataset: Full USPTO retrosynthesis dataset with 1.9M reactions from patents (1976-2016). Task: Predict the reactants needed to synthesize the given product. (1) Given the product [CH3:37][O:38][C:39](=[O:44])[CH2:40][CH2:41][CH2:42][N:21]([CH2:20][CH:19]([O:18][C:16]1[C:17]2[C:9]([C:6]3[CH:7]=[CH:8][C:3]([O:2][CH3:1])=[CH:4][CH:5]=3)=[C:10]([C:24]3[CH:29]=[CH:28][CH:27]=[CH:26][CH:25]=3)[O:11][C:12]=2[N:13]=[CH:14][N:15]=1)[CH3:23])[CH3:22], predict the reactants needed to synthesize it. The reactants are: [CH3:1][O:2][C:3]1[CH:8]=[CH:7][C:6]([C:9]2[C:17]3[C:16]([O:18][CH:19]([CH3:23])[CH2:20][NH:21][CH3:22])=[N:15][CH:14]=[N:13][C:12]=3[O:11][C:10]=2[C:24]2[CH:29]=[CH:28][CH:27]=[CH:26][CH:25]=2)=[CH:5][CH:4]=1.C(N(CC)CC)C.[CH3:37][O:38][C:39](=[O:44])[CH2:40][CH2:41][CH2:42]Br. (2) Given the product [Cl:15][C:16]1[CH:31]=[C:30]([Sn:32]([CH2:37][CH2:38][CH2:39][CH3:40])([CH2:41][CH2:42][CH2:43][CH3:44])[CH2:33][CH2:34][CH2:35][CH3:36])[CH:29]=[CH:28][C:17]=1[C:18]([NH:11][C@H:10]([C:12]([OH:14])=[O:13])[CH2:9][NH:8][C:6]([C:2]1[S:1][CH:5]=[CH:4][CH:3]=1)=[O:7])=[O:19], predict the reactants needed to synthesize it. The reactants are: [S:1]1[CH:5]=[CH:4][CH:3]=[C:2]1[C:6]([NH:8][CH2:9][C@@H:10]([C:12]([OH:14])=[O:13])[NH2:11])=[O:7].[Cl:15][C:16]1[CH:31]=[C:30]([Sn:32]([CH2:41][CH2:42][CH2:43][CH3:44])([CH2:37][CH2:38][CH2:39][CH3:40])[CH2:33][CH2:34][CH2:35][CH3:36])[CH:29]=[CH:28][C:17]=1[C:18](ON1C(=O)CCC1=O)=[O:19].